From a dataset of Full USPTO retrosynthesis dataset with 1.9M reactions from patents (1976-2016). Predict the reactants needed to synthesize the given product. (1) Given the product [C:1]([C:5]1[CH:9]=[C:8]([NH:10][C:19](=[O:20])[O:21][CH2:22][C:23]([Cl:26])([Cl:25])[Cl:24])[N:7]([CH3:11])[N:6]=1)([CH3:4])([CH3:2])[CH3:3], predict the reactants needed to synthesize it. The reactants are: [C:1]([C:5]1[CH:9]=[C:8]([NH2:10])[N:7]([CH3:11])[N:6]=1)([CH3:4])([CH3:3])[CH3:2].N1C=CC=CC=1.Cl[C:19]([O:21][CH2:22][C:23]([Cl:26])([Cl:25])[Cl:24])=[O:20].O. (2) Given the product [CH3:29][C:27]1[CH:26]=[CH:25][N:24]=[C:23]([NH:22][C:15]2[S:16][C:17]([C:18]([F:21])([F:19])[F:20])=[C:13]([C:11]3[CH:10]=[N:9][NH:8][CH:12]=3)[N:14]=2)[N:28]=1, predict the reactants needed to synthesize it. The reactants are: COC1C=CC(C[N:8]2[CH:12]=[C:11]([C:13]3[N:14]=[C:15]([NH:22][C:23]4[N:28]=[C:27]([CH3:29])[CH:26]=[CH:25][N:24]=4)[S:16][C:17]=3[C:18]([F:21])([F:20])[F:19])[CH:10]=[N:9]2)=CC=1.FC(F)(F)S(O)(=O)=O.C([O-])([O-])=O.[Na+].[Na+].